This data is from Catalyst prediction with 721,799 reactions and 888 catalyst types from USPTO. The task is: Predict which catalyst facilitates the given reaction. (1) Reactant: [F:1][C:2]([F:17])([F:16])[C:3]1[CH:4]=[C:5]([N:9]2[C:13](=[O:14])[CH2:12][C:11](=[O:15])[NH:10]2)[CH:6]=[CH:7][CH:8]=1.[CH3:18][C:19]1[CH:20]=[C:21](C=O)[O:22][C:23]=1[CH3:24].[CH3:27]CO. Product: [CH3:27][C:20]1[C:19]([CH3:18])=[C:23]([CH:24]=[C:12]2[C:13](=[O:14])[N:9]([C:5]3[CH:6]=[CH:7][CH:8]=[C:3]([C:2]([F:1])([F:16])[F:17])[CH:4]=3)[NH:10][C:11]2=[O:15])[O:22][CH:21]=1. The catalyst class is: 17. (2) Product: [Cl:21][C:4]1[CH:3]=[C:2]([B:25]([OH:26])[OH:24])[CH:7]=[N:6][C:5]=1[N:8]1[CH2:13][CH2:12][C:11]([OH:14])([C:15]2[CH:20]=[CH:19][CH:18]=[CH:17][N:16]=2)[CH2:10][CH2:9]1. Reactant: Br[C:2]1[CH:3]=[C:4]([Cl:21])[C:5]([N:8]2[CH2:13][CH2:12][C:11]([C:15]3[CH:20]=[CH:19][CH:18]=[CH:17][N:16]=3)([OH:14])[CH2:10][CH2:9]2)=[N:6][CH:7]=1.CC1(C)C(C)(C)[O:26][B:25](B2OC(C)(C)C(C)(C)O2)[O:24]1.C([O-])(=O)C.[K+].B(O)O. The catalyst class is: 75. (3) Reactant: [CH2:1]([O:3][C:4](=[O:12])/[C:5](/[N+:10]#[C-:11])=[CH:6]/[N:7]([CH3:9])C)[CH3:2].[Br:13][C:14]1[CH:15]=C([CH:18]=[CH:19][CH:20]=1)N. Product: [CH2:1]([O:3][C:4]([C:5]1[N:10]=[CH:11][N:7]([C:9]2[CH:18]=[CH:19][CH:20]=[C:14]([Br:13])[CH:15]=2)[CH:6]=1)=[O:12])[CH3:2]. The catalyst class is: 51. (4) Reactant: [Cl:1][C:2]1[C:11]2[C:6](=[CH:7][C:8]([C:14]([OH:16])=O)=[C:9]([O:12][CH3:13])[CH:10]=2)[CH:5]=[CH:4][N:3]=1.C[N:18]1[CH2:23][CH2:22]O[CH2:20][CH2:19]1.N1CCCC1.F[B-](F)(F)F.N1(OC(N(C)C)=[N+](C)C)C2C=CC=CC=2N=N1. Product: [Cl:1][C:2]1[C:11]2[C:6](=[CH:7][C:8]([C:14]([N:18]3[CH2:23][CH2:22][CH2:20][CH2:19]3)=[O:16])=[C:9]([O:12][CH3:13])[CH:10]=2)[CH:5]=[CH:4][N:3]=1. The catalyst class is: 9. (5) Reactant: Cl[C:2]1[C:7]([C:8]([O:10][CH2:11][CH3:12])=[O:9])=[CH:6][N:5]=[C:4]([C:13]2[CH:18]=[CH:17][C:16]([F:19])=[C:15]([F:20])[CH:14]=2)[N:3]=1.[NH2:21][CH2:22][CH2:23][C:24]1[CH:29]=[CH:28][CH:27]=[CH:26][N:25]=1. Product: [F:20][C:15]1[CH:14]=[C:13]([C:4]2[N:3]=[C:2]([NH:21][CH2:22][CH2:23][C:24]3[CH:29]=[CH:28][CH:27]=[CH:26][N:25]=3)[C:7]([C:8]([O:10][CH2:11][CH3:12])=[O:9])=[CH:6][N:5]=2)[CH:18]=[CH:17][C:16]=1[F:19]. The catalyst class is: 173.